From a dataset of NCI-60 drug combinations with 297,098 pairs across 59 cell lines. Regression. Given two drug SMILES strings and cell line genomic features, predict the synergy score measuring deviation from expected non-interaction effect. (1) Synergy scores: CSS=-4.39, Synergy_ZIP=-4.77, Synergy_Bliss=-10.2, Synergy_Loewe=-11.0, Synergy_HSA=-10.0. Cell line: EKVX. Drug 2: CCN(CC)CCNC(=O)C1=C(NC(=C1C)C=C2C3=C(C=CC(=C3)F)NC2=O)C. Drug 1: C1=CC(=CC=C1CCCC(=O)O)N(CCCl)CCCl. (2) Drug 1: CC1CCC2CC(C(=CC=CC=CC(CC(C(=O)C(C(C(=CC(C(=O)CC(OC(=O)C3CCCCN3C(=O)C(=O)C1(O2)O)C(C)CC4CCC(C(C4)OC)O)C)C)O)OC)C)C)C)OC. Drug 2: C(CC(=O)O)C(=O)CN.Cl. Cell line: SF-268. Synergy scores: CSS=15.8, Synergy_ZIP=-6.62, Synergy_Bliss=0.911, Synergy_Loewe=-2.33, Synergy_HSA=1.69. (3) Drug 1: CC(CN1CC(=O)NC(=O)C1)N2CC(=O)NC(=O)C2. Drug 2: C1C(C(OC1N2C=NC3=C(N=C(N=C32)Cl)N)CO)O. Cell line: NCI-H322M. Synergy scores: CSS=0.340, Synergy_ZIP=0.264, Synergy_Bliss=1.14, Synergy_Loewe=-0.321, Synergy_HSA=-0.518.